This data is from Reaction yield outcomes from USPTO patents with 853,638 reactions. The task is: Predict the reaction yield, written as a fraction of the theoretical maximum amount of product (1.0 means a 100% yield; for example, 0.34 means a 34% yield). (1) The reactants are [OH:1][C:2]1[CH:9]=[CH:8][C:7]([O:10][CH3:11])=[CH:6][C:3]=1[CH:4]=[O:5].F[C:13]1[CH:20]=[CH:19][C:16]([CH2:17]Br)=[CH:15][CH:14]=1.C([O-])([O-])=O.[K+].[K+]. The catalyst is CC#N. The product is [CH2:17]([O:1][C:2]1[CH:9]=[CH:8][C:7]([O:10][CH3:11])=[CH:6][C:3]=1[CH:4]=[O:5])[C:16]1[CH:19]=[CH:20][CH:13]=[CH:14][CH:15]=1. The yield is 0.880. (2) The reactants are [CH2:1]([N:8]1[C:13](=[O:14])[C:12]2[C:15]([CH3:20])=[C:16]([O:18][CH3:19])[S:17][C:11]=2[NH:10][C:9]1=[O:21])[C:2]1[CH:7]=[CH:6][CH:5]=[CH:4][CH:3]=1.Br[CH2:23][C:24]1[CH:29]=[CH:28][C:27]([C:30]2[CH:35]=[CH:34][CH:33]=[CH:32][C:31]=2[C:36]2[N:40]=[C:39](C(Cl)(Cl)Cl)[O:38][N:37]=2)=[CH:26][CH:25]=1.C(=O)([O-])[O-:46].[K+].[K+].CN(C)C=O. The catalyst is C(OCC)(=O)C. The product is [CH2:1]([N:8]1[C:13](=[O:14])[C:12]2[C:15]([CH3:20])=[C:16]([O:18][CH3:19])[S:17][C:11]=2[N:10]([CH2:23][C:24]2[CH:29]=[CH:28][C:27]([C:30]3[CH:35]=[CH:34][CH:33]=[CH:32][C:31]=3[C:36]3[NH:40][C:39](=[O:46])[O:38][N:37]=3)=[CH:26][CH:25]=2)[C:9]1=[O:21])[C:2]1[CH:3]=[CH:4][CH:5]=[CH:6][CH:7]=1. The yield is 0.970.